This data is from Reaction yield outcomes from USPTO patents with 853,638 reactions. The task is: Predict the reaction yield, written as a fraction of the theoretical maximum amount of product (1.0 means a 100% yield; for example, 0.34 means a 34% yield). (1) The reactants are [NH2:1][C:2]1[N:12]([C:13]2[CH:18]=[CH:17][C:16]([CH2:19][CH2:20][NH:21][C:22]([NH:24][S:25]([C:28]3[CH:33]=[CH:32][C:31]([CH3:34])=[CH:30][CH:29]=3)(=[O:27])=[O:26])=[O:23])=[CH:15][CH:14]=2)[C:5]2=[N:6][C:7]([CH3:11])=[CH:8][C:9]([CH3:10])=[C:4]2[N:3]=1.[CH3:35][C:36](OC(C)=O)=[O:37]. The catalyst is N1C=CC=CC=1. The product is [CH3:11][C:7]1[N:6]=[C:5]2[N:12]([C:13]3[CH:14]=[CH:15][C:16]([CH2:19][CH2:20][NH:21][C:22]([NH:24][S:25]([C:28]4[CH:33]=[CH:32][C:31]([CH3:34])=[CH:30][CH:29]=4)(=[O:27])=[O:26])=[O:23])=[CH:17][CH:18]=3)[C:2]([NH:1][C:36](=[O:37])[CH3:35])=[N:3][C:4]2=[C:9]([CH3:10])[CH:8]=1. The yield is 0.0500. (2) The reactants are Cl[CH2:2][C:3]1[N:4]=[CH:5][N:6]([C:8]2[CH:13]=[CH:12][C:11]([Cl:14])=[C:10]([Cl:15])[CH:9]=2)[CH:7]=1.[NH:16]1[CH:20]=[CH:19][N:18]=[C:17]1[CH:21]=[O:22].C(=O)([O-])[O-].[Cs+].[Cs+]. The catalyst is CN(C=O)C. The product is [Cl:15][C:10]1[CH:9]=[C:8]([N:6]2[CH:7]=[C:3]([CH2:2][N:16]3[CH:20]=[CH:19][N:18]=[C:17]3[CH:21]=[O:22])[N:4]=[CH:5]2)[CH:13]=[CH:12][C:11]=1[Cl:14]. The yield is 0.610. (3) The reactants are [CH3:1][O:2][CH2:3]/[CH:4]=[CH:5]/[C:6]1[C:7]([NH:13][CH:14]2[CH2:19][CH2:18][N:17]([CH3:20])[CH2:16][CH2:15]2)=[CH:8][C:9]([NH2:12])=[N:10][CH:11]=1.Br[C:22]1[C:27]([C:28]#[N:29])=[N:26][CH:25]=[CH:24][N:23]=1.C1C=CC(P(C2C(C3C(P(C4C=CC=CC=4)C4C=CC=CC=4)=CC=C4C=3C=CC=C4)=C3C(C=CC=C3)=CC=2)C2C=CC=CC=2)=CC=1.CC(C)([O-])C.[Na+]. The catalyst is O1CCOCC1. The product is [CH3:1][O:2][CH2:3]/[CH:4]=[CH:5]/[C:6]1[C:7]([NH:13][CH:14]2[CH2:15][CH2:16][N:17]([CH3:20])[CH2:18][CH2:19]2)=[CH:8][C:9]([NH:12][C:24]2[N:23]=[CH:22][C:27]([C:28]#[N:29])=[N:26][CH:25]=2)=[N:10][CH:11]=1. The yield is 0.0300. (4) The reactants are Br[C:2]1[CH:3]=[N:4][CH:5]=[CH:6][CH:7]=1.O.[C:9]([N:16]1[CH2:21][CH:20]=[C:19](B2OC(C)(C)C(C)(C)O2)[CH2:18][CH2:17]1)([O:11][C:12]([CH3:15])([CH3:14])[CH3:13])=[O:10].C(=O)([O-])[O-].[Na+].[Na+]. The catalyst is C(COC)OC.C1C=CC([P]([Pd]([P](C2C=CC=CC=2)(C2C=CC=CC=2)C2C=CC=CC=2)([P](C2C=CC=CC=2)(C2C=CC=CC=2)C2C=CC=CC=2)[P](C2C=CC=CC=2)(C2C=CC=CC=2)C2C=CC=CC=2)(C2C=CC=CC=2)C2C=CC=CC=2)=CC=1. The product is [N:4]1[CH:5]=[CH:6][CH:7]=[C:2]([C:19]2[CH2:20][CH2:21][N:16]([C:9]([O:11][C:12]([CH3:15])([CH3:14])[CH3:13])=[O:10])[CH2:17][CH:18]=2)[CH:3]=1. The yield is 0.930.